This data is from Reaction yield outcomes from USPTO patents with 853,638 reactions. The task is: Predict the reaction yield, written as a fraction of the theoretical maximum amount of product (1.0 means a 100% yield; for example, 0.34 means a 34% yield). (1) The reactants are [CH3:1][C:2]1[NH:3][C:4]2[C:9]([CH:10]=1)=[CH:8][CH:7]=[CH:6][CH:5]=2.[Cl:11][C:12]1[C:13](=[O:20])[CH:14]=[C:15]([Cl:19])[C:16](=[O:18])[CH:17]=1.Cl.C(C1C(=O)C(Cl)=C(Cl)C(=O)C=1C#N)#N. The catalyst is C1COCC1.CCOC(C)=O. The product is [Cl:11][C:12]1[C:13](=[O:20])[CH:14]=[C:15]([Cl:19])[C:16](=[O:18])[C:17]=1[C:10]1[C:9]2[C:4](=[CH:5][CH:6]=[CH:7][CH:8]=2)[NH:3][C:2]=1[CH3:1]. The yield is 0.970. (2) The reactants are [Cl:1][C:2]1[N:3]=[C:4](Cl)[C:5]2[CH2:10][CH2:9][CH:8]([C:11]3[CH:16]=[CH:15][CH:14]=[CH:13][CH:12]=3)[C:6]=2[N:7]=1.[CH:18]1([NH2:22])[CH2:21][CH2:20][CH2:19]1.O. The catalyst is CN1C(=O)CCC1. The product is [Cl:1][C:2]1[N:3]=[C:4]([NH:22][CH:18]2[CH2:21][CH2:20][CH2:19]2)[C:5]2[CH2:10][CH2:9][CH:8]([C:11]3[CH:16]=[CH:15][CH:14]=[CH:13][CH:12]=3)[C:6]=2[N:7]=1. The yield is 0.940. (3) The product is [ClH:37].[CH3:1][O:2][C:3]([C:5]1([NH2:27])[C:7]2([CH2:9][CH2:8]2)[CH2:6]1)=[O:4]. The yield is 0.200. The catalyst is CC(O)(C)C. The reactants are [CH3:1][O:2][C:3]([C:5]1(C(O)=O)[C:7]2([CH2:9][CH2:8]2)[CH2:6]1)=[O:4].C1C=CC(P([N:27]=[N+]=[N-])(C2C=CC=CC=2)=O)=CC=1.CCN(CC)CC.[ClH:37].O1CCOCC1. (4) The reactants are [CH3:1][C:2]1[CH:6]=[CH:5][S:4][C:3]=1[C:7]([OH:9])=O.S(Cl)([Cl:12])=O.[NH:14]1[C:22]2[C:17](=[CH:18][CH:19]=[CH:20][CH:21]=2)[C:16](/[CH:23]=[CH:24]/[C:25]2[CH:30]=[CH:29][C:28]([N:31]3[CH2:36][CH2:35][O:34][CH2:33][CH2:32]3)=[CH:27][C:26]=2[NH2:37])=[N:15]1.C(N(CC)CC)C.Cl.C(O)C. The catalyst is CN(C=O)C. The product is [ClH:12].[NH:14]1[C:22]2[C:17](=[CH:18][CH:19]=[CH:20][CH:21]=2)[C:16](/[CH:23]=[CH:24]/[C:25]2[CH:30]=[CH:29][C:28]([N:31]3[CH2:32][CH2:33][O:34][CH2:35][CH2:36]3)=[CH:27][C:26]=2[NH:37][C:7]([C:3]2[S:4][CH:5]=[CH:6][C:2]=2[CH3:1])=[O:9])=[N:15]1. The yield is 0.440.